Dataset: Catalyst prediction with 721,799 reactions and 888 catalyst types from USPTO. Task: Predict which catalyst facilitates the given reaction. (1) Product: [CH3:23][O:22][CH2:21][CH2:20][O:1][C:2]1[CH:3]=[C:4]([C:15]([O:17][CH3:18])=[O:16])[CH:5]=[C:6]([C:8]2[CH:9]=[CH:10][C:11]([CH3:14])=[CH:12][CH:13]=2)[CH:7]=1. The catalyst class is: 25. Reactant: [OH:1][C:2]1[CH:3]=[C:4]([C:15]([O:17][CH3:18])=[O:16])[CH:5]=[C:6]([C:8]2[CH:13]=[CH:12][C:11]([CH3:14])=[CH:10][CH:9]=2)[CH:7]=1.Br[CH2:20][CH2:21][O:22][CH3:23].C(=O)([O-])[O-].[K+].[K+].CS(C)=O. (2) Reactant: [CH3:1][C:2]1[CH:3]=[C:4]([CH:6]=[C:7]([CH2:16][N:17]2[CH2:22][CH2:21][O:20][CH2:19][CH2:18]2)[C:8]=1[N:9]1[CH2:14][CH2:13][N:12]([CH3:15])[CH2:11][CH2:10]1)[NH2:5].Cl[C:24]1[C:33]2[C:28](=[CH:29][C:30]([Cl:34])=[CH:31][CH:32]=2)[N:27]=[CH:26][CH:25]=1.Cl. Product: [Cl:34][C:30]1[CH:29]=[C:28]2[C:33]([C:24]([NH:5][C:4]3[CH:6]=[C:7]([CH2:16][N:17]4[CH2:22][CH2:21][O:20][CH2:19][CH2:18]4)[C:8]([N:9]4[CH2:14][CH2:13][N:12]([CH3:15])[CH2:11][CH2:10]4)=[C:2]([CH3:1])[CH:3]=3)=[CH:25][CH:26]=[N:27]2)=[CH:32][CH:31]=1. The catalyst class is: 10. (3) Reactant: Cl.[Cl:2][C:3]1[CH:4]=[C:5]([CH2:10][N:11]2[CH:15]=[CH:14][N:13]([C:16]3([C:23]4[CH:28]=[CH:27][C:26]([F:29])=[CH:25][CH:24]=4)[CH2:21][CH2:20][N:19](C)[CH2:18][CH2:17]3)[C:12]2=[O:30])[CH:6]=[C:7]([Cl:9])[CH:8]=1.CC(Cl)OC(Cl)=O.C(Cl)Cl.C([O-])(O)=O.[Na+]. Product: [NH4+:11].[OH-:30].[Cl:2][C:3]1[CH:4]=[C:5]([CH2:10][N:11]2[CH:15]=[CH:14][N:13]([C:16]3([C:23]4[CH:28]=[CH:27][C:26]([F:29])=[CH:25][CH:24]=4)[CH2:21][CH2:20][NH:19][CH2:18][CH2:17]3)[C:12]2=[O:30])[CH:6]=[C:7]([Cl:9])[CH:8]=1. The catalyst class is: 26.